Dataset: Forward reaction prediction with 1.9M reactions from USPTO patents (1976-2016). Task: Predict the product of the given reaction. (1) Given the reactants [CH:1]1([N:4]([CH:8]2[C:17]3[C:12](=[CH:13][CH:14]=[CH:15][CH:16]=3)[NH:11][CH:10]([CH3:18])[CH2:9]2)[C:5](=[O:7])[CH3:6])[CH2:3][CH2:2]1.Cl.[C:20](Cl)(=[O:27])[C:21]1[CH:26]=[CH:25][CH:24]=[N:23][CH:22]=1.CCN(C(C)C)C(C)C, predict the reaction product. The product is: [CH:1]1([N:4]([CH:8]2[C:17]3[C:12](=[CH:13][CH:14]=[CH:15][CH:16]=3)[N:11]([C:20]([C:21]3[CH:22]=[N:23][CH:24]=[CH:25][CH:26]=3)=[O:27])[CH:10]([CH3:18])[CH2:9]2)[C:5](=[O:7])[CH3:6])[CH2:2][CH2:3]1. (2) Given the reactants CO[C:3](=[O:14])[C:4]1[CH:9]=[CH:8][C:7](F)=[C:6]([N+:11]([O-:13])=[O:12])[CH:5]=1.[CH:15]([O:18]C1C=CC(S(C)(=O)=O)=CC=1N=C=S)([CH3:17])[CH3:16].C[Si]([N-][Si](C)(C)C)(C)C.[K+].[CH:42]([OH:45])([CH3:44])[CH3:43], predict the reaction product. The product is: [CH:42]([O:45][C:3](=[O:14])[C:4]1[CH:9]=[CH:8][C:7]([O:18][CH:15]([CH3:17])[CH3:16])=[C:6]([N+:11]([O-:13])=[O:12])[CH:5]=1)([CH3:44])[CH3:43].